From a dataset of hERG potassium channel inhibition data for cardiac toxicity prediction from Karim et al.. Regression/Classification. Given a drug SMILES string, predict its toxicity properties. Task type varies by dataset: regression for continuous values (e.g., LD50, hERG inhibition percentage) or binary classification for toxic/non-toxic outcomes (e.g., AMES mutagenicity, cardiotoxicity, hepatotoxicity). Dataset: herg_karim. (1) The drug is N#Cc1cnc(Nc2cc(N)ncn2)s1. The result is 0 (non-blocker). (2) The drug is O=C1NC(=O)/C(=C\c2ccccc2OCc2nnc(-c3ccccc3)o2)S1. The result is 0 (non-blocker). (3) The compound is C[C@H](NC(=O)c1sccc1OCc1ccc(Cl)cc1)c1ccccc1. The result is 0 (non-blocker). (4) The drug is CCOC(=O)C1=C(CN2CCOCC2C(=O)NS(C)(=O)=O)NC(c2nccs2)=NC1c1ccc(F)cc1Br. The result is 0 (non-blocker). (5) The molecule is O=C(NC[C@@H]1OC(=O)N2c3ccc(N4CCOCC4=O)cc3OC[C@@H]12)c1ccc(Cl)s1. The result is 0 (non-blocker). (6) The drug is CN(C)C1CCC2(Cc3ccccc3Cc3ccccc32)C1. The result is 1 (blocker).